This data is from Reaction yield outcomes from USPTO patents with 853,638 reactions. The task is: Predict the reaction yield, written as a fraction of the theoretical maximum amount of product (1.0 means a 100% yield; for example, 0.34 means a 34% yield). (1) The product is [CH3:1][N:2]([CH2:22][C@@H:23]1[C:26]2[CH:27]=[C:28]([O:33][CH3:34])[C:29]([O:31][CH3:32])=[CH:30][C:25]=2[CH2:24]1)[CH2:3][CH2:4][CH2:5][N:6]1[C:16](=[O:17])[CH2:15][C:14]2[C:9](=[CH:10][C:11]([O:20][CH3:21])=[C:12]([O:18][CH3:19])[CH:13]=2)[CH2:8][CH2:7]1.[C:35]([O-:40])(=[O:39])[C:36]([O-:38])=[O:37]. The catalyst is CC(C)=O. The reactants are [CH3:1][N:2]([CH2:22][C@@H:23]1[C:26]2[CH:27]=[C:28]([O:33][CH3:34])[C:29]([O:31][CH3:32])=[CH:30][C:25]=2[CH2:24]1)[CH2:3][CH2:4][CH2:5][N:6]1[C:16](=[O:17])[CH2:15][C:14]2[C:9](=[CH:10][C:11]([O:20][CH3:21])=[C:12]([O:18][CH3:19])[CH:13]=2)[CH2:8][CH2:7]1.[C:35]([OH:40])(=[O:39])[C:36]([OH:38])=[O:37]. The yield is 0.790. (2) The product is [CH2:17]([C:12]1([CH2:11][CH2:10][OH:9])[O:16][CH2:15][CH2:14][O:13]1)[CH3:18]. The catalyst is O.O1CCCC1. The yield is 0.921. The reactants are [H-].[Al+3].[Li+].[H-].[H-].[H-].C([O:9][C:10](=O)[CH2:11][C:12]1([CH2:17][CH3:18])[O:16][CH2:15][CH2:14][O:13]1)C.[OH-].[Na+].S([O-])([O-])(=O)=O.[Mg+2]. (3) The reactants are [NH2:1][C:2]1[CH:7]=[C:6]([Cl:8])[CH:5]=[CH:4][N:3]=1.[CH3:9][C:10]1[CH:11]=[C:12]([CH:17]=[CH:18][C:19]=1[CH3:20])[C:13](=O)[CH2:14]Br.C([O-])(O)=O.[Na+]. The catalyst is C(O)C. The product is [Cl:8][C:6]1[CH:5]=[CH:4][N:3]2[CH:14]=[C:13]([C:12]3[CH:17]=[CH:18][C:19]([CH3:20])=[C:10]([CH3:9])[CH:11]=3)[N:1]=[C:2]2[CH:7]=1. The yield is 0.690. (4) The reactants are C1(P(C2C=CC=CC=2)C2C=CC=CC=2)C=CC=CC=1.BrN1C(=O)CCC1=O.[Cl:28][C:29]1[CH:30]=[C:31]([CH:39]([CH2:43][CH:44]2[CH2:48][CH2:47][CH2:46][CH2:45]2)[C:40]([OH:42])=O)[CH:32]=[CH:33][C:34]=1[S:35]([CH3:38])(=[O:37])=[O:36].[CH2:49]([O:51][C:52](=[O:61])[C:53](=[O:60])[C:54]1[N:55]=[C:56]([NH2:59])[S:57][CH:58]=1)[CH3:50].N1C=CC=CC=1. The catalyst is C(Cl)Cl.O. The product is [CH2:49]([O:51][C:52](=[O:61])[C:53]([C:54]1[N:55]=[C:56]([NH:59][C:40](=[O:42])[CH:39]([C:31]2[CH:32]=[CH:33][C:34]([S:35]([CH3:38])(=[O:36])=[O:37])=[C:29]([Cl:28])[CH:30]=2)[CH2:43][CH:44]2[CH2:48][CH2:47][CH2:46][CH2:45]2)[S:57][CH:58]=1)=[O:60])[CH3:50]. The yield is 0.670. (5) The reactants are [NH2:1][C:2]1[CH:3]=[CH:4][C:5]2[S:10][CH2:9][C:8](=[O:11])[NH:7][C:6]=2[CH:12]=1.[CH2:13]([C@H:15]1[O:17][CH2:16]1)[Cl:14]. The catalyst is CC#N. The product is [Cl:14][CH2:13][C@@H:15]([OH:17])[CH2:16][NH:1][C:2]1[CH:3]=[CH:4][C:5]2[S:10][CH2:9][C:8](=[O:11])[NH:7][C:6]=2[CH:12]=1. The yield is 0.640. (6) The product is [NH2:6][CH2:47][C:44]1[C:45](=[O:46])[N:40]([CH2:39][CH2:38][CH2:37][C:32]2[CH:33]=[CH:34][CH:35]=[CH:36][C:31]=2[Cl:30])[N:41]=[C:42]([C:53]2[CH:58]=[CH:57][C:56]([O:59][CH3:60])=[C:55]([F:61])[CH:54]=2)[CH:43]=1. The yield is 0.482. The reactants are C(C1C(=O)[N:6](CCCC2C=CC(Cl)=CC=2)N=C(C2C=CC(OC)=C(F)C=2)C=1)(O)=O.[Cl:30][C:31]1[CH:36]=[CH:35][CH:34]=[CH:33][C:32]=1[CH2:37][CH2:38][CH2:39][N:40]1[C:45](=[O:46])[C:44]([CH2:47]OS(C)(=O)=O)=[CH:43][C:42]([C:53]2[CH:58]=[CH:57][C:56]([O:59][CH3:60])=[C:55]([F:61])[CH:54]=2)=[N:41]1.ClC1C=CC(CCCN2C(=O)C(CO)=CC(C3C=CC(OC)=C(F)C=3)=N2)=CC=1. No catalyst specified.